From a dataset of Forward reaction prediction with 1.9M reactions from USPTO patents (1976-2016). Predict the product of the given reaction. (1) Given the reactants C(OC(=O)[NH:7][CH:8]1[CH2:13][CH2:12][N:11]([CH2:14][CH2:15][S:16][CH3:17])[CH2:10][CH2:9]1)(C)(C)C.[ClH:19].CO, predict the reaction product. The product is: [ClH:19].[ClH:19].[CH3:17][S:16][CH2:15][CH2:14][N:11]1[CH2:10][CH2:9][CH:8]([NH2:7])[CH2:13][CH2:12]1. (2) Given the reactants [Na].[CH3:2][CH:3]([CH3:15])[CH2:4][C:5](=O)[CH2:6][C:7](=O)[C:8]([O:10][CH2:11][CH3:12])=[O:9].[CH3:16][NH:17][NH2:18].C(=O)([O-])[O-].[Na+].[Na+], predict the reaction product. The product is: [CH2:4]([C:5]1[N:17]([CH3:16])[N:18]=[C:7]([C:8]([O:10][CH2:11][CH3:12])=[O:9])[CH:6]=1)[CH:3]([CH3:15])[CH3:2]. (3) Given the reactants [K+].[CH:2]([C:5]1[CH:6]=[CH:7][C:8]([S:11]([NH-:14])(=[O:13])=[O:12])=[N:9][CH:10]=1)([CH3:4])[CH3:3].[O-:15][Mn](=O)(=O)=O.[K+].Cl, predict the reaction product. The product is: [OH:15][C:2]([C:5]1[CH:6]=[CH:7][C:8]([S:11]([NH2:14])(=[O:13])=[O:12])=[N:9][CH:10]=1)([CH3:4])[CH3:3]. (4) Given the reactants [CH:1]1([CH2:5][OH:6])[CH2:4][CH2:3][CH2:2]1.[H-].[Na+].F[C:10]1[CH:15]=[CH:14][C:13]([N+:16]([O-:18])=[O:17])=[CH:12][CH:11]=1.[Cl-].[NH4+], predict the reaction product. The product is: [CH:1]1([CH2:5][O:6][C:10]2[CH:15]=[CH:14][C:13]([N+:16]([O-:18])=[O:17])=[CH:12][CH:11]=2)[CH2:4][CH2:3][CH2:2]1. (5) Given the reactants [NH2:1][CH:2]1[C:8](=[O:9])[N:7]([CH3:10])[C:6]2[CH:11]=[CH:12][CH:13]=[CH:14][C:5]=2[C:4]2[CH:15]=[CH:16][CH:17]=[CH:18][C:3]1=2.[CH3:19][CH:20]([C:24]([NH:26][CH2:27][C:28]1[CH:33]=[CH:32][CH:31]=[C:30]([F:34])[CH:29]=1)=[O:25])[C:21](O)=[O:22], predict the reaction product. The product is: [F:34][C:30]1[CH:29]=[C:28]([CH:33]=[CH:32][CH:31]=1)[CH2:27][NH:26][C:24](=[O:25])[CH:20]([CH3:19])[C:21]([NH:1][CH:2]1[C:8](=[O:9])[N:7]([CH3:10])[C:6]2[CH:11]=[CH:12][CH:13]=[CH:14][C:5]=2[C:4]2[CH:15]=[CH:16][CH:17]=[CH:18][C:3]1=2)=[O:22]. (6) Given the reactants [NH2:1][C:2]1[O:3][CH2:4][C@:5]2([C:19]3[C:14](=[N:15][CH:16]=[C:17]([C:20]4[CH:25]=[CH:24][C:23]([CH3:26])=[CH:22][CH:21]=4)[CH:18]=3)[O:13][C:12]3[C:7]2=[CH:8][C:9]([C:27]#[C:28][C:29]([CH3:32])([OH:31])[CH3:30])=[CH:10][CH:11]=3)[N:6]=1.[CH3:33]S(O)(=O)=O.C(=O)(O)[O-].[Na+], predict the reaction product. The product is: [CH3:33][O:31][C:29]([CH3:32])([CH3:30])[C:28]#[C:27][C:9]1[CH:8]=[C:7]2[C@@:5]3([CH2:4][O:3][C:2]([NH2:1])=[N:6]3)[C:19]3[C:14](=[N:15][CH:16]=[C:17]([C:20]4[CH:25]=[CH:24][C:23]([CH3:26])=[CH:22][CH:21]=4)[CH:18]=3)[O:13][C:12]2=[CH:11][CH:10]=1. (7) Given the reactants [CH2:1]([O:8][C:9]1[CH:10]=[C:11]([C@@H:15]([NH:28][C:29]([C@@H:31]2[CH2:36][CH2:35][CH2:34][N:33]([C:37](=[O:53])[CH2:38][CH2:39][CH:40]3[CH2:45][CH2:44][N:43](C(OC(C)(C)C)=O)[CH2:42][CH2:41]3)[CH2:32]2)=[O:30])[CH:16]([C:24]([O:26]C)=[O:25])[C:17]([O:19][C:20](C)(C)C)=[O:18])[CH:12]=[CH:13][CH:14]=1)[C:2]1[CH:7]=[CH:6][CH:5]=[CH:4][CH:3]=1, predict the reaction product. The product is: [CH2:1]([O:8][C:9]1[CH:10]=[C:11]([C@@H:15]([NH:28][C:29]([C@@H:31]2[CH2:36][CH2:35][CH2:34][N:33]([C:37](=[O:53])[CH2:38][CH2:39][CH:40]3[CH2:41][CH2:42][NH:43][CH2:44][CH2:45]3)[CH2:32]2)=[O:30])[CH:16]([C:17]([O:19][CH3:20])=[O:18])[C:24]([OH:26])=[O:25])[CH:12]=[CH:13][CH:14]=1)[C:2]1[CH:3]=[CH:4][CH:5]=[CH:6][CH:7]=1.